From a dataset of Full USPTO retrosynthesis dataset with 1.9M reactions from patents (1976-2016). Predict the reactants needed to synthesize the given product. (1) Given the product [CH3:2][O:3][C@H:4]1[C@@H:9]([NH:10][C:11](=[O:20])[O:12][CH2:13][C:14]2[CH:19]=[CH:18][CH:17]=[CH:16][CH:15]=2)[CH2:8][CH2:7][N:6]([C:22]2[CH:27]=[C:26]([CH3:28])[N:25]=[CH:24][N:23]=2)[CH2:5]1, predict the reactants needed to synthesize it. The reactants are: Cl.[CH3:2][O:3][C@H:4]1[C@@H:9]([NH:10][C:11](=[O:20])[O:12][CH2:13][C:14]2[CH:19]=[CH:18][CH:17]=[CH:16][CH:15]=2)[CH2:8][CH2:7][NH:6][CH2:5]1.Cl[C:22]1[CH:27]=[C:26]([CH3:28])[N:25]=[CH:24][N:23]=1.C(N(C(C)C)CC)(C)C. (2) Given the product [C:9]([CH2:11][CH2:12][S:13][N:2]1[C:6](=[O:7])[CH2:5][CH2:4][C:3]1=[O:8])#[N:10], predict the reactants needed to synthesize it. The reactants are: Br[N:2]1[C:6](=[O:7])[CH2:5][CH2:4][C:3]1=[O:8].[C:9]([CH2:11][CH2:12][S:13][S:13][CH2:12][CH2:11][C:9]#[N:10])#[N:10].CCCCCC. (3) Given the product [CH3:1][O:2][C:3](=[O:12])[C:4]1[CH:9]=[CH:8][C:7]([F:10])=[C:6]([C:21]2[CH:26]=[CH:25][CH:24]=[CH:23][C:22]=2[OH:27])[CH:5]=1, predict the reactants needed to synthesize it. The reactants are: [CH3:1][O:2][C:3](=[O:12])[C:4]1[CH:9]=[CH:8][C:7]([F:10])=[C:6](Br)[CH:5]=1.CC1(C)C(C)(C)OB([C:21]2[CH:26]=[CH:25][CH:24]=[CH:23][C:22]=2[OH:27])O1.C(=O)([O-])[O-].[Na+].[Na+].N1C=CN=N1.